The task is: Regression. Given a peptide amino acid sequence and an MHC pseudo amino acid sequence, predict their binding affinity value. This is MHC class II binding data.. This data is from Peptide-MHC class II binding affinity with 134,281 pairs from IEDB. (1) The peptide sequence is IAFFRKEPLKECGGI. The MHC is HLA-DQA10201-DQB10202 with pseudo-sequence HLA-DQA10201-DQB10202. The binding affinity (normalized) is 0.0700. (2) The peptide sequence is EDLVRAYHAMSSTHE. The MHC is DRB4_0101 with pseudo-sequence DRB4_0103. The binding affinity (normalized) is 0.482.